This data is from Forward reaction prediction with 1.9M reactions from USPTO patents (1976-2016). The task is: Predict the product of the given reaction. Given the reactants [CH:1]([C:4]1[CH:10]=[CH:9][CH:8]=[CH:7][C:5]=1[NH2:6])([CH3:3])[CH3:2].[Cl-].[Al+3].[Cl-].[Cl-].[C:15]1([C:32]2[CH:37]=[CH:36][CH:35]=[CH:34][CH:33]=2)[CH:20]=[CH:19][CH:18]=[CH:17][C:16]=1[C:21]1O[C:23]([C:26]2[CH:31]=[CH:30][CH:29]=[CH:28][CH:27]=2)=[N:24][N:25]=1, predict the reaction product. The product is: [C:15]1([C:32]2[CH:33]=[CH:34][CH:35]=[CH:36][CH:37]=2)[CH:20]=[CH:19][CH:18]=[CH:17][C:16]=1[C:21]1[N:6]([C:5]2[CH:7]=[CH:8][CH:9]=[CH:10][C:4]=2[CH:1]([CH3:3])[CH3:2])[C:23]([C:26]2[CH:27]=[CH:28][CH:29]=[CH:30][CH:31]=2)=[N:24][N:25]=1.